From a dataset of NCI-60 drug combinations with 297,098 pairs across 59 cell lines. Regression. Given two drug SMILES strings and cell line genomic features, predict the synergy score measuring deviation from expected non-interaction effect. (1) Drug 1: CC1C(C(CC(O1)OC2CC(CC3=C2C(=C4C(=C3O)C(=O)C5=C(C4=O)C(=CC=C5)OC)O)(C(=O)CO)O)N)O.Cl. Drug 2: C1=NNC2=C1C(=O)NC=N2. Cell line: HS 578T. Synergy scores: CSS=8.69, Synergy_ZIP=-2.79, Synergy_Bliss=1.15, Synergy_Loewe=-8.77, Synergy_HSA=-0.499. (2) Drug 1: CN1CCC(CC1)COC2=C(C=C3C(=C2)N=CN=C3NC4=C(C=C(C=C4)Br)F)OC. Drug 2: CC1=C2C(C(=O)C3(C(CC4C(C3C(C(C2(C)C)(CC1OC(=O)C(C(C5=CC=CC=C5)NC(=O)OC(C)(C)C)O)O)OC(=O)C6=CC=CC=C6)(CO4)OC(=O)C)O)C)O. Cell line: SR. Synergy scores: CSS=67.8, Synergy_ZIP=5.73, Synergy_Bliss=6.22, Synergy_Loewe=-51.1, Synergy_HSA=6.31.